Task: Regression/Classification. Given a drug SMILES string, predict its absorption, distribution, metabolism, or excretion properties. Task type varies by dataset: regression for continuous measurements (e.g., permeability, clearance, half-life) or binary classification for categorical outcomes (e.g., BBB penetration, CYP inhibition). Dataset: cyp2c9_veith.. Dataset: CYP2C9 inhibition data for predicting drug metabolism from PubChem BioAssay The drug is O=C(O)c1ccc2c(c1C(=O)O)C(=O)OC2(c1ccc(O)cc1)c1ccc(O)cc1. The result is 0 (non-inhibitor).